From a dataset of Catalyst prediction with 721,799 reactions and 888 catalyst types from USPTO. Predict which catalyst facilitates the given reaction. (1) Product: [CH:34]1([CH2:40][NH:41][C:27](=[O:29])[C:26]2[CH:30]=[CH:31][CH:32]=[N:33][C:25]=2[S:24][CH2:23][CH2:22][S:19]([C:13]2[CH:14]=[CH:15][CH:16]=[CH:17][CH:18]=2)(=[O:20])=[O:21])[CH2:39][CH2:38][CH2:37][CH2:36][CH2:35]1. Reactant: C1N=CN(C(N2C=NC=C2)=O)C=1.[C:13]1([S:19]([CH2:22][CH2:23][S:24][C:25]2[N:33]=[CH:32][CH:31]=[CH:30][C:26]=2[C:27]([OH:29])=O)(=[O:21])=[O:20])[CH:18]=[CH:17][CH:16]=[CH:15][CH:14]=1.[CH:34]1([CH2:40][NH2:41])[CH2:39][CH2:38][CH2:37][CH2:36][CH2:35]1. The catalyst class is: 2. (2) The catalyst class is: 4. Product: [CH3:1][O:2][C:3]1[CH:4]=[CH:5][C:6]([CH2:9][C:10]([NH:24][C:25]2[CH:30]=[CH:29][CH:28]=[CH:27][N:26]=2)=[O:12])=[CH:7][CH:8]=1. Reactant: [CH3:1][O:2][C:3]1[CH:8]=[CH:7][C:6]([CH2:9][C:10]([OH:12])=O)=[CH:5][CH:4]=1.C(N=C=NCCCN(C)C)C.[NH2:24][C:25]1[CH:30]=[CH:29][CH:28]=[CH:27][N:26]=1. (3) Reactant: [N:1]1[NH:2][C:3]([C:6]2[CH:11]=[CH:10][C:9]([C:12]3[CH:33]=[CH:32][C:15]4[N:16](COCC[Si](C)(C)C)[C:17]([O:19][CH2:20][C:21]([OH:23])=[O:22])=[N:18][C:14]=4[CH:13]=3)=[CH:8][CH:7]=2)=[CH:4][CH:5]=1.[H-].[Na+].COC(=O)CO.[Cl:42]C1C(C2C=CC(C3NN=CC=3)=CC=2)=CC2N=C(S(C)(=O)=O)N(COCC[Si](C)(C)C)C=2C=1. Product: [Cl:42][C:33]1[C:12]([C:9]2[CH:10]=[CH:11][C:6]([C:3]3[NH:2][N:1]=[CH:5][CH:4]=3)=[CH:7][CH:8]=2)=[CH:13][C:14]2[N:18]=[C:17]([O:19][CH2:20][C:21]([OH:23])=[O:22])[NH:16][C:15]=2[CH:32]=1. The catalyst class is: 577.